From a dataset of CYP2C19 inhibition data for predicting drug metabolism from PubChem BioAssay. Regression/Classification. Given a drug SMILES string, predict its absorption, distribution, metabolism, or excretion properties. Task type varies by dataset: regression for continuous measurements (e.g., permeability, clearance, half-life) or binary classification for categorical outcomes (e.g., BBB penetration, CYP inhibition). Dataset: cyp2c19_veith. (1) The compound is CC(/C=N/n1c(-c2cccnc2)n[nH]c1=S)=C\c1ccccc1. The result is 1 (inhibitor). (2) The compound is CCNc1ncc2nc(-c3cccs3)c(=O)n(C[C@H]3CCCO3)c2n1. The result is 0 (non-inhibitor). (3) The drug is CSc1c(-c2ccccc2)nc2ccc(Cl)cc2c1C(=O)O. The result is 0 (non-inhibitor). (4) The compound is COCOc1ccc(Br)cc1C(=O)/C=C\c1ccc2c(c1)OCO2. The result is 1 (inhibitor).